Task: Predict which catalyst facilitates the given reaction.. Dataset: Catalyst prediction with 721,799 reactions and 888 catalyst types from USPTO Reactant: [Li+].C[Si]([N-][Si](C)(C)C)(C)C.[F:11][CH:12]([F:26])[C:13]1[CH:18]=[CH:17][C:16]([C:19]2[O:23][CH:22]=[N:21][C:20]=2[CH2:24][CH3:25])=[CH:15][CH:14]=1.[Cl:27]C(Cl)(Cl)C(Cl)(Cl)Cl. Product: [Cl:27][C:22]1[O:23][C:19]([C:16]2[CH:15]=[CH:14][C:13]([CH:12]([F:11])[F:26])=[CH:18][CH:17]=2)=[C:20]([CH2:24][CH3:25])[N:21]=1. The catalyst class is: 1.